From a dataset of Full USPTO retrosynthesis dataset with 1.9M reactions from patents (1976-2016). Predict the reactants needed to synthesize the given product. (1) Given the product [C:2]1([C:1]2[N:23]([CH:24]3[CH2:29][CH2:28][N:27]([C:30]([O:32][CH2:33][C@@H:34]([N:36]([CH2:37][C:38]4[CH:39]=[CH:40][CH:41]=[CH:42][CH:43]=4)[CH2:44][C:45]4[CH:46]=[CH:47][CH:48]=[CH:49][CH:50]=4)[CH3:35])=[O:31])[CH2:26][CH2:25]3)[C:18]3[CH:19]=[CH:20][CH:21]=[CH:22][C:17]=3[N:16]=2)[CH:7]=[CH:6][CH:5]=[CH:4][CH:3]=1, predict the reactants needed to synthesize it. The reactants are: [CH:1](=O)[C:2]1[CH:7]=[CH:6][CH:5]=[CH:4][CH:3]=1.[O-]S([O-])(=S)=O.[Na+].[Na+].[NH2:16][C:17]1[CH:22]=[CH:21][CH:20]=[CH:19][C:18]=1[NH:23][CH:24]1[CH2:29][CH2:28][N:27]([C:30]([O:32][CH2:33][C@@H:34]([N:36]([CH2:44][C:45]2[CH:50]=[CH:49][CH:48]=[CH:47][CH:46]=2)[CH2:37][C:38]2[CH:43]=[CH:42][CH:41]=[CH:40][CH:39]=2)[CH3:35])=[O:31])[CH2:26][CH2:25]1. (2) Given the product [Br:1][C:2]1[CH:7]=[CH:6][C:5]([Cl:8])=[C:4]([O:9][CH:12]([F:17])[F:16])[C:3]=1[F:10], predict the reactants needed to synthesize it. The reactants are: [Br:1][C:2]1[C:3]([F:10])=[C:4]([OH:9])[C:5]([Cl:8])=[CH:6][CH:7]=1.Cl[C:12]([F:17])([F:16])C([O-])=O.[Na+].C(=O)([O-])[O-].[K+].[K+].O. (3) Given the product [C:22]([N:25]1[CH2:30][CH2:29][N:28]2[C:31]([C:34]([N:12]([C@@H:14]([C:50](=[O:52])[NH2:49])[C:15]3[CH:20]=[CH:19][CH:18]=[CH:17][CH:16]=3)[C@H:9]3[C:10]4[C:6](=[C:5]([F:13])[CH:4]=[C:3]([Cl:2])[CH:11]=4)[CH2:7][CH2:8]3)=[O:36])=[CH:32][N:33]=[C:27]2[CH2:26]1)(=[O:24])[CH3:23], predict the reactants needed to synthesize it. The reactants are: Cl.[Cl:2][C:3]1[CH:11]=[C:10]2[C:6]([CH2:7][CH2:8][C@H:9]2[NH2:12])=[C:5]([F:13])[CH:4]=1.[CH:14](=O)[C:15]1[CH:20]=[CH:19][CH:18]=[CH:17][CH:16]=1.[C:22]([N:25]1[CH2:30][CH2:29][N:28]2[C:31]([C:34]([OH:36])=O)=[CH:32][N:33]=[C:27]2[CH2:26]1)(=[O:24])[CH3:23].C1(C2CCC([N+:49]#[C-:50])=CC2)C=CC=CC=1.C[OH:52]. (4) Given the product [Cl:20][C:21]1[CH:22]=[C:23]([N:28]2[CH2:33][CH2:32][N:31]([CH2:6][CH2:7][CH2:8][CH2:9][CH:10]3[C:18]4[C:13](=[CH:14][CH:15]=[CH:16][CH:17]=4)[NH:12][C:11]3=[O:19])[CH2:30][CH2:29]2)[CH:24]=[CH:25][C:26]=1[Cl:27], predict the reactants needed to synthesize it. The reactants are: S(O[CH2:6][CH2:7][CH2:8][CH2:9][CH:10]1[C:18]2[C:13](=[CH:14][CH:15]=[CH:16][CH:17]=2)[NH:12][C:11]1=[O:19])(C)(=O)=O.[Cl:20][C:21]1[CH:22]=[C:23]([N:28]2[CH2:33][CH2:32][NH:31][CH2:30][CH2:29]2)[CH:24]=[CH:25][C:26]=1[Cl:27]. (5) Given the product [Cl:31][C:32]1[CH:40]=[CH:39][CH:38]=[C:37]([F:41])[C:33]=1[C:34]([NH:21][C:18]1[CH:19]=[C:20]2[C:15]([CH2:14][CH2:13][CH2:12][N:11]2[S:8]([C:5]2[CH:6]=[CH:7][C:2]([F:1])=[CH:3][CH:4]=2)(=[O:9])=[O:10])=[CH:16][CH:17]=1)=[O:35], predict the reactants needed to synthesize it. The reactants are: [F:1][C:2]1[CH:7]=[CH:6][C:5]([S:8]([N:11]2[C:20]3[C:15](=[CH:16][CH:17]=[C:18]([NH2:21])[CH:19]=3)[CH2:14][CH2:13][CH2:12]2)(=[O:10])=[O:9])=[CH:4][CH:3]=1.C(N(CC)C(C)C)(C)C.[Cl:31][C:32]1[CH:40]=[CH:39][CH:38]=[C:37]([F:41])[C:33]=1[C:34](Cl)=[O:35]. (6) Given the product [N:12]([C:5]([CH2:4][OH:3])=[O:8])([CH2:13][CH2:14][CH3:15])[CH2:9][CH2:10][CH3:11], predict the reactants needed to synthesize it. The reactants are: [O:8]=[C:5]1[CH2:4][O:3][C:5](=[O:8])[CH2:4][O:3]1.[CH2:9]([NH:12][CH2:13][CH2:14][CH3:15])[CH2:10][CH3:11].